Dataset: Full USPTO retrosynthesis dataset with 1.9M reactions from patents (1976-2016). Task: Predict the reactants needed to synthesize the given product. Given the product [CH2:1]([N:5]([CH2:35][CH2:36][CH2:37][CH3:38])[C:6]([C:8]1[N:9]=[C:10]([C:14]2[CH:22]=[CH:21][C:17]([C:18](=[O:19])[NH:53][S:50]([C:47]3[CH:46]=[CH:45][C:44]4[C:49](=[C:40]([I:39])[CH:41]=[CH:42][CH:43]=4)[CH:48]=3)(=[O:51])=[O:52])=[CH:16][C:15]=2[C:23]([N:25]2[CH2:34][CH2:33][C:32]3[C:27](=[CH:28][CH:29]=[CH:30][CH:31]=3)[CH2:26]2)=[O:24])[N:11]([CH3:13])[CH:12]=1)=[O:7])[CH2:2][CH2:3][CH3:4], predict the reactants needed to synthesize it. The reactants are: [CH2:1]([N:5]([CH2:35][CH2:36][CH2:37][CH3:38])[C:6]([C:8]1[N:9]=[C:10]([C:14]2[CH:22]=[CH:21][C:17]([C:18](O)=[O:19])=[CH:16][C:15]=2[C:23]([N:25]2[CH2:34][CH2:33][C:32]3[C:27](=[CH:28][CH:29]=[CH:30][CH:31]=3)[CH2:26]2)=[O:24])[N:11]([CH3:13])[CH:12]=1)=[O:7])[CH2:2][CH2:3][CH3:4].[I:39][C:40]1[CH:41]=[CH:42][CH:43]=[C:44]2[C:49]=1[CH:48]=[C:47]([S:50]([NH2:53])(=[O:52])=[O:51])[CH:46]=[CH:45]2.